From a dataset of Forward reaction prediction with 1.9M reactions from USPTO patents (1976-2016). Predict the product of the given reaction. (1) Given the reactants [CH3:1][N:2]1[C:10]2[C:5](=[C:6]([N+:11]([O-])=O)[CH:7]=[CH:8][CH:9]=2)[CH:4]=[N:3]1.[H][H], predict the reaction product. The product is: [CH3:1][N:2]1[C:10]2[CH:9]=[CH:8][CH:7]=[C:6]([NH2:11])[C:5]=2[CH:4]=[N:3]1. (2) Given the reactants [O:1]=[C:2]1[N:6]([CH2:7][CH2:8][C:9]([NH:11][C@H:12]([B:30]2[O:34][CH:33]3[CH2:35][CH:36]4[CH2:39][CH:38]([C:32]3([CH3:42])[O:31]2)[C:37]4([CH3:41])[CH3:40])[CH2:13][C:14]2[C:22]3[C:17](=[CH:18][CH:19]=[CH:20][CH:21]=3)[N:16](C(OC(C)(C)C)=O)[CH:15]=2)=[O:10])[C:5]2[CH:43]=[CH:44][CH:45]=[CH:46][C:4]=2[S:3]1.[ClH:47], predict the reaction product. The product is: [ClH:47].[NH:16]1[C:17]2[C:22](=[CH:21][CH:20]=[CH:19][CH:18]=2)[C:14]([CH2:13][C@H:12]([NH:11][C:9](=[O:10])[CH2:8][CH2:7][N:6]2[C:5]3[CH:43]=[CH:44][CH:45]=[CH:46][C:4]=3[S:3][C:2]2=[O:1])[B:30]2[O:34][CH:33]3[CH2:35][CH:36]4[CH2:39][CH:38]([C:32]3([CH3:42])[O:31]2)[C:37]4([CH3:40])[CH3:41])=[CH:15]1. (3) The product is: [CH3:36][C:35]1[C:30]([N:27]2[CH2:26][CH2:25][N:24]([C:22]([C:11]3[CH:12]=[CH:13][C:14]([N:16]4[CH2:20][CH2:19][CH2:18][C:17]4=[O:21])=[CH:15][C:10]=3[C:9]([N:8]3[CH2:39][CH2:49][CH2:48][CH2:47][CH2:6]3)=[O:38])=[O:23])[CH2:29][CH2:28]2)=[N:31][CH:32]=[C:33]([CH3:37])[CH:34]=1. Given the reactants C(O[C:6]([N:8]([C:39](OC(C)(C)C)=O)[C:9](=[O:38])[C:10]1[CH:15]=[C:14]([N:16]2[CH2:20][CH2:19][CH2:18][C:17]2=[O:21])[CH:13]=[CH:12][C:11]=1[C:22]([N:24]1[CH2:29][CH2:28][N:27]([C:30]2[C:35]([CH3:36])=[CH:34][C:33]([CH3:37])=[CH:32][N:31]=2)[CH2:26][CH2:25]1)=[O:23])=O)(C)(C)C.N1CC[CH2:49][CH2:48][CH2:47]1, predict the reaction product. (4) Given the reactants [CH3:1][O:2][C:3]([C:5]1[S:6][CH:7]=[C:8](Br)[CH:9]=1)=[O:4].[CH:11]([C:13]1[CH:18]=[CH:17][C:16](B(O)O)=[CH:15][CH:14]=1)=[O:12].C([O-])([O-])=O.[Na+].[Na+], predict the reaction product. The product is: [CH3:1][O:2][C:3]([C:5]1[S:6][CH:7]=[C:8]([C:16]2[CH:17]=[CH:18][C:13]([CH:11]=[O:12])=[CH:14][CH:15]=2)[CH:9]=1)=[O:4]. (5) Given the reactants [CH3:1][N:2]1[C:6](=[O:7])[C:5]([CH:8]=O)=[C:4]([C:10]2[CH:15]=[CH:14][CH:13]=[CH:12][C:11]=2[C:16]([F:19])([F:18])[F:17])[NH:3]1, predict the reaction product. The product is: [CH3:1][N:2]1[C:6]([OH:7])=[C:5]([CH3:8])[C:4]([C:10]2[CH:15]=[CH:14][CH:13]=[CH:12][C:11]=2[C:16]([F:17])([F:19])[F:18])=[N:3]1. (6) Given the reactants Br[C:2]1[CH:7]=[CH:6][C:5]([CH3:8])=[CH:4][CH:3]=1.[O:9]1[C:13]2([CH2:18][CH2:17][C:16](=[O:19])[CH2:15][CH2:14]2)[O:12][CH2:11][CH2:10]1, predict the reaction product. The product is: [C:5]1([CH3:8])[CH:6]=[CH:7][C:2]([C:16]2([OH:19])[CH2:15][CH2:14][C:13]3([O:12][CH2:11][CH2:10][O:9]3)[CH2:18][CH2:17]2)=[CH:3][CH:4]=1. (7) Given the reactants [H-].[Na+].[I-].[CH3:4][S+](C)(C)=O.[F:9][C:10]1[CH:15]=[CH:14][C:13]([F:16])=[CH:12][C:11]=1[CH:17]=[CH:18][C:19]([N:21]([O:23][CH3:24])[CH3:22])=[O:20], predict the reaction product. The product is: [CH3:24][O:23][N:21]([CH3:22])[C:19]([CH:18]1[CH2:4][CH:17]1[C:11]1[CH:12]=[C:13]([F:16])[CH:14]=[CH:15][C:10]=1[F:9])=[O:20].